Dataset: Full USPTO retrosynthesis dataset with 1.9M reactions from patents (1976-2016). Task: Predict the reactants needed to synthesize the given product. (1) Given the product [CH3:19][C:20]1[O:17][N:16]=[C:15]([C:12]2[CH:11]=[CH:10][C:9]([C:5]34[CH2:8][N:1]([CH2:7][CH2:6]3)[CH2:2][CH2:3][CH2:4]4)=[CH:14][N:13]=2)[N:18]=1, predict the reactants needed to synthesize it. The reactants are: [N:1]12[CH2:8][C:5]([C:9]3[CH:10]=[CH:11][C:12]([C:15](=[NH:18])[NH:16][OH:17])=[N:13][CH:14]=3)([CH2:6][CH2:7]1)[CH2:4][CH2:3][CH2:2]2.[C:19](OC(=O)C)(=O)[CH3:20]. (2) Given the product [NH2:16][C:11]1[CH:12]=[CH:13][CH:14]=[C:15]2[C:10]=1[C:9](=[O:19])[C:8]1([NH:20][C:21](=[O:25])[CH2:22][CH2:23][CH3:24])[C:7]3[CH:26]=[CH:27][C:28]([CH:30]([CH3:31])[CH3:32])=[CH:29][C:6]=3[O:5][C:4]12[OH:3], predict the reactants needed to synthesize it. The reactants are: O.Cl.[OH:3][C:4]12[C:15]3[C:10](=[C:11]([N+:16]([O-])=O)[CH:12]=[CH:13][CH:14]=3)[C:9](=[O:19])[C:8]1([NH:20][C:21](=[O:25])[CH2:22][CH2:23][CH3:24])[C:7]1[CH:26]=[CH:27][C:28]([CH:30]([CH3:32])[CH3:31])=[CH:29][C:6]=1[O:5]2. (3) Given the product [CH3:16][O:15][C:11]1[CH:10]=[C:9]([OH:8])[CH:14]=[CH:13][N:12]=1, predict the reactants needed to synthesize it. The reactants are: C([O:8][C:9]1[CH:14]=[CH:13][N:12]=[C:11]([O:15][CH3:16])[CH:10]=1)C1C=CC=CC=1.[H][H]. (4) The reactants are: [CH3:1][C:2]1[CH:7]=[C:6]([C:8](O)=O)[CH:5]=[CH:4][C:3]=1[C:11]1[CH:16]=[CH:15][CH:14]=[CH:13][C:12]=1[C:17]([F:20])([F:19])[F:18].[Cl:21][C:22]1[CH:23]=[C:24]([CH:36]=[CH:37][C:38]=1[C:39](=[N:41][OH:42])[NH2:40])[CH2:25][N:26]([CH3:35])[CH2:27][C:28]([O:30]C(C)(C)C)=[O:29]. Given the product [ClH:21].[Cl:21][C:22]1[CH:23]=[C:24]([CH:36]=[CH:37][C:38]=1[C:39]1[N:40]=[C:8]([C:6]2[CH:5]=[CH:4][C:3]([C:11]3[CH:16]=[CH:15][CH:14]=[CH:13][C:12]=3[C:17]([F:18])([F:19])[F:20])=[C:2]([CH3:1])[CH:7]=2)[O:42][N:41]=1)[CH2:25][N:26]([CH3:35])[CH2:27][C:28]([OH:30])=[O:29], predict the reactants needed to synthesize it. (5) The reactants are: [CH:1]1[C:13]2[CH:12]([CH2:14][O:15][C:16]([NH:18][C:19]([CH3:27])([CH3:26])[CH2:20]OS(C)(=O)=O)=[O:17])[C:11]3[C:6](=[CH:7][CH:8]=[CH:9][CH:10]=3)[C:5]=2[CH:4]=[CH:3][CH:2]=1.[C:28]([OH:31])(=[S:30])[CH3:29]. Given the product [CH:1]1[C:13]2[CH:12]([CH2:14][O:15][C:16]([NH:18][C:19]([CH3:27])([CH3:26])[CH2:20][S:30][C:28](=[O:31])[CH3:29])=[O:17])[C:11]3[C:6](=[CH:7][CH:8]=[CH:9][CH:10]=3)[C:5]=2[CH:4]=[CH:3][CH:2]=1, predict the reactants needed to synthesize it. (6) Given the product [CH:17]([S:14]([C:11]1[CH:12]=[CH:13][C:8]([C:6]2[N:7]=[C:2]([CH:23]=[CH2:24])[C:3]([NH2:20])=[N:4][CH:5]=2)=[CH:9][CH:10]=1)(=[O:16])=[O:15])([CH3:19])[CH3:18], predict the reactants needed to synthesize it. The reactants are: Br[C:2]1[C:3]([NH2:20])=[N:4][CH:5]=[C:6]([C:8]2[CH:13]=[CH:12][C:11]([S:14]([CH:17]([CH3:19])[CH3:18])(=[O:16])=[O:15])=[CH:10][CH:9]=2)[N:7]=1.F[B-](F)(F)[CH:23]=[CH2:24].[K+]. (7) Given the product [Cl:8][C:6]1[CH:5]=[CH:4][C:3]2[S:9][C:10]3[CH:18]=[CH:17][CH:16]=[CH:15][C:11]=3[C:12](=[O:13])[NH:1][C:2]=2[CH:7]=1, predict the reactants needed to synthesize it. The reactants are: [NH2:1][C:2]1[CH:7]=[C:6]([Cl:8])[CH:5]=[CH:4][C:3]=1[S:9][C:10]1[CH:18]=[CH:17][CH:16]=[CH:15][C:11]=1[C:12](O)=[O:13].C(Cl)CCl.C1C=CC2N(O)N=NC=2C=1.